Dataset: Forward reaction prediction with 1.9M reactions from USPTO patents (1976-2016). Task: Predict the product of the given reaction. (1) Given the reactants [CH:1]1([N:7]2[CH2:12][CH2:11][N:10]([C:13](=[O:21])[C:14]([C:16]3[S:17][CH:18]=[CH:19][CH:20]=3)=O)[CH2:9][CH2:8]2)[CH2:6][CH2:5][CH2:4][CH2:3][CH2:2]1.[CH:22]([C:25]1[CH:26]=[C:27]([CH:29]=[CH:30][CH:31]=1)[NH2:28])([CH3:24])[CH3:23], predict the reaction product. The product is: [CH:1]1([N:7]2[CH2:12][CH2:11][N:10]([C:13](=[O:21])[C:14](=[N:28][C:27]3[CH:29]=[CH:30][CH:31]=[C:25]([CH:22]([CH3:24])[CH3:23])[CH:26]=3)[C:16]3[S:17][CH:18]=[CH:19][CH:20]=3)[CH2:9][CH2:8]2)[CH2:6][CH2:5][CH2:4][CH2:3][CH2:2]1. (2) Given the reactants C([N:14]1[CH2:17][C:16]([NH:19][C:20]2[CH:21]=[C:22]3[C:31](=[CH:32][CH:33]=2)[O:30][CH2:29][C:28]2[N:23]3[C@H:24]([CH3:35])[C:25](=[O:34])[NH:26][N:27]=2)([CH3:18])[CH2:15]1)(C1C=CC=CC=1)C1C=CC=CC=1.Cl, predict the reaction product. The product is: [CH3:35][C@H:24]1[N:23]2[C:28]([CH2:29][O:30][C:31]3[C:22]2=[CH:21][C:20]([NH:19][C:16]2([CH3:18])[CH2:15][NH:14][CH2:17]2)=[CH:33][CH:32]=3)=[N:27][NH:26][C:25]1=[O:34].